Dataset: NCI-60 drug combinations with 297,098 pairs across 59 cell lines. Task: Regression. Given two drug SMILES strings and cell line genomic features, predict the synergy score measuring deviation from expected non-interaction effect. Drug 1: CN1C(=O)N2C=NC(=C2N=N1)C(=O)N. Drug 2: COC1=NC(=NC2=C1N=CN2C3C(C(C(O3)CO)O)O)N. Cell line: MCF7. Synergy scores: CSS=-3.98, Synergy_ZIP=3.09, Synergy_Bliss=3.90, Synergy_Loewe=-1.71, Synergy_HSA=-2.65.